This data is from Full USPTO retrosynthesis dataset with 1.9M reactions from patents (1976-2016). The task is: Predict the reactants needed to synthesize the given product. (1) Given the product [C:22]([O:21][C:19]([N:26]1[CH2:31][CH2:30][N:29]([C:2]2[CH:7]=[C:6]([O:8][CH2:9][C:10]3[CH:15]=[CH:14][CH:13]=[CH:12][CH:11]=3)[CH:5]=[CH:4][C:3]=2[N+:16]([O-:18])=[O:17])[CH2:28][CH2:27]1)=[O:20])([CH3:25])([CH3:23])[CH3:24], predict the reactants needed to synthesize it. The reactants are: F[C:2]1[CH:7]=[C:6]([O:8][CH2:9][C:10]2[CH:15]=[CH:14][CH:13]=[CH:12][CH:11]=2)[CH:5]=[CH:4][C:3]=1[N+:16]([O-:18])=[O:17].[C:19]([N:26]1[CH2:31][CH2:30][NH:29][CH2:28][CH2:27]1)([O:21][C:22]([CH3:25])([CH3:24])[CH3:23])=[O:20].C(=O)([O-])[O-].[Cs+].[Cs+]. (2) Given the product [Cl:34][C:2]1[NH:7][C:6](=[O:8])[C:5]2[N:10]([CH3:33])[CH:11]=[C:12]([C:13]3[CH:18]=[C:17]([CH2:19][S:20]([CH3:23])(=[O:22])=[O:21])[CH:16]=[CH:15][C:14]=3[O:24][C:25]3[CH:30]=[CH:29][C:28]([F:31])=[CH:27][C:26]=3[F:32])[C:4]=2[CH:3]=1, predict the reactants needed to synthesize it. The reactants are: Br[C:2]1[CH:3]=[C:4]2[C:12]([C:13]3[CH:18]=[C:17]([CH2:19][S:20]([CH3:23])(=[O:22])=[O:21])[CH:16]=[CH:15][C:14]=3[O:24][C:25]3[CH:30]=[CH:29][C:28]([F:31])=[CH:27][C:26]=3[F:32])=[CH:11][N:10]([CH3:33])[C:5]2=[C:6]([O:8]C)[N:7]=1.[ClH:34].O1CCOCC1. (3) The reactants are: C([N:3]([CH2:6]C)CC)C.ClC([O:11][CH2:12][C:13]1[CH:18]=[CH:17][CH:16]=[CH:15][CH:14]=1)=O.[O:19]1CCCC1. Given the product [C:12]1(=[O:11])[NH:3][C:6](=[O:19])[C:14]2=[CH:15][CH:16]=[CH:17][CH:18]=[C:13]12, predict the reactants needed to synthesize it. (4) The reactants are: [CH2:1]([O:8][C:9]1[CH:24]=[CH:23][C:12]([CH2:13][NH:14][CH2:15][CH2:16][C:17]2[CH:22]=[CH:21][CH:20]=[CH:19][N:18]=2)=[CH:11][C:10]=1[CH2:25][OH:26])[C:2]1[CH:7]=[CH:6][CH:5]=[CH:4][CH:3]=1.CCN(CC)CC.CN(C=O)C.[C:39]1([CH2:45][CH2:46][CH2:47][CH2:48][C:49](Cl)=[O:50])[CH:44]=[CH:43][CH:42]=[CH:41][CH:40]=1. Given the product [CH2:1]([O:8][C:9]1[CH:24]=[CH:23][C:12]([CH2:13][N:14]([CH2:15][CH2:16][C:17]2[CH:22]=[CH:21][CH:20]=[CH:19][N:18]=2)[C:49](=[O:50])[CH2:48][CH2:47][CH2:46][CH2:45][C:39]2[CH:44]=[CH:43][CH:42]=[CH:41][CH:40]=2)=[CH:11][C:10]=1[CH2:25][OH:26])[C:2]1[CH:7]=[CH:6][CH:5]=[CH:4][CH:3]=1, predict the reactants needed to synthesize it.